From a dataset of NCI-60 drug combinations with 297,098 pairs across 59 cell lines. Regression. Given two drug SMILES strings and cell line genomic features, predict the synergy score measuring deviation from expected non-interaction effect. (1) Drug 1: C1=CC(=CC=C1CCC2=CNC3=C2C(=O)NC(=N3)N)C(=O)NC(CCC(=O)O)C(=O)O. Drug 2: CN(C(=O)NC(C=O)C(C(C(CO)O)O)O)N=O. Cell line: NCI/ADR-RES. Synergy scores: CSS=11.7, Synergy_ZIP=-4.27, Synergy_Bliss=-3.37, Synergy_Loewe=-17.2, Synergy_HSA=-3.21. (2) Drug 1: CC1=CC2C(CCC3(C2CCC3(C(=O)C)OC(=O)C)C)C4(C1=CC(=O)CC4)C. Drug 2: C1=C(C(=O)NC(=O)N1)N(CCCl)CCCl. Cell line: SK-OV-3. Synergy scores: CSS=18.1, Synergy_ZIP=-4.61, Synergy_Bliss=-3.30, Synergy_Loewe=-3.18, Synergy_HSA=-3.05. (3) Drug 1: CN(CC1=CN=C2C(=N1)C(=NC(=N2)N)N)C3=CC=C(C=C3)C(=O)NC(CCC(=O)O)C(=O)O. Drug 2: CCC1(CC2CC(C3=C(CCN(C2)C1)C4=CC=CC=C4N3)(C5=C(C=C6C(=C5)C78CCN9C7C(C=CC9)(C(C(C8N6C=O)(C(=O)OC)O)OC(=O)C)CC)OC)C(=O)OC)O.OS(=O)(=O)O. Cell line: OVCAR-8. Synergy scores: CSS=58.0, Synergy_ZIP=3.32, Synergy_Bliss=-0.0846, Synergy_Loewe=-25.1, Synergy_HSA=-0.739.